From a dataset of CYP1A2 inhibition data for predicting drug metabolism from PubChem BioAssay. Regression/Classification. Given a drug SMILES string, predict its absorption, distribution, metabolism, or excretion properties. Task type varies by dataset: regression for continuous measurements (e.g., permeability, clearance, half-life) or binary classification for categorical outcomes (e.g., BBB penetration, CYP inhibition). Dataset: cyp1a2_veith. (1) The drug is Cc1ccc2nc(Cc3ccc(N)cc3)[nH]c2c1.Cl. The result is 1 (inhibitor). (2) The compound is CCCC(CCC)C(=O)NNc1cc(=O)c2c(=O)n(C)c(=O)n(C)c2[nH]1. The result is 0 (non-inhibitor).